Task: Binary Classification. Given a miRNA mature sequence and a target amino acid sequence, predict their likelihood of interaction.. Dataset: Experimentally validated miRNA-target interactions with 360,000+ pairs, plus equal number of negative samples (1) The miRNA is mmu-miR-1892 with sequence AUUUGGGGACGGGAGGGAGGAU. The protein sequence of the target gene is MASVGECPAPVPVKDKKLLEVKLGELPSWILMRDFSPSGIFGAFQRGYYRYYNKYINVKKGSISGITMVLACYVLFSYSFSYKHLKHERLRKYH. Result: 0 (no interaction). (2) The miRNA is hsa-miR-4759 with sequence UAGGACUAGAUGUUGGAAUUA. The protein sequence of the target gene is MNIHMKRKTIKNINTFENRMLMLDGMPAVRVKTELLESEQGSPNVHNYPDMEAVPLLLNNVKGEPPEDSLSVDHFQTQTEPVDLSINKARTSPTAVSSSPVSMTASASSPSSTSTSSSSSSRLASSPTVITSVSSASSSSTVLTPGPLVASASGVGGQQFLHIIHPVPPSSPMNLQSNKLSHVHRIPVVVQSVPVVYTAVRSPGNVNNTIVVPLLEDGRGHGKAQMDPRGLSPRQSKSDSDDDDLPNVTLDSVNETGSTALSIARAVQEVHPSPVSRVRGNRMNNQKFPCSISPFSIEST.... Result: 0 (no interaction). (3) The miRNA is hsa-miR-6499-5p with sequence UCGGGCGCAAGAGCACUGCAGU. The protein sequence of the target gene is MASAGSTARRAGSGSWHSERGEGRGARPQPTPSGSMQQANKVSLKATWTDAESKQPSQPLPDLADHLSAQATALARPRRPASLTPPRADPSPSKESDQTAIDQTAIGSYYQLFAAAVGNVEWLRFCLNQSLREIPTDDKGFTAIHFAAQWGKLACLQVLVEEYKFPVDLLTNNSQTPLHLVIHRDNTTVALPCIYYLLEKGADLNAQTCNGSTPLHLAARDGLLDCVKVLVQSGANVHAQDAMGYKPIDFCKIWNHRACARFLKDAMWKKDKKDFAREMTKMKMFKSQLTLMEHNYLIEY.... Result: 1 (interaction).